From a dataset of Catalyst prediction with 721,799 reactions and 888 catalyst types from USPTO. Predict which catalyst facilitates the given reaction. (1) Reactant: [OH:1][C:2]1[CH:7]=[CH:6][N:5]([CH2:8][CH2:9][CH:10]([CH3:12])[CH3:11])[C:4](=[O:13])[C:3]=1[C:14]1[NH:19][C:18]2[CH:20]=[CH:21][C:22]([NH:24][S:25]([CH3:28])(=[O:27])=[O:26])=[CH:23][C:17]=2[S:16](=[O:30])(=[O:29])[N:15]=1.[Br:31]N1C(C)(C)C(=O)N(Br)C1=O. Product: [Br:31][C:7]1[C:2]([OH:1])=[C:3]([C:14]2[NH:19][C:18]3[CH:20]=[CH:21][C:22]([NH:24][S:25]([CH3:28])(=[O:27])=[O:26])=[CH:23][C:17]=3[S:16](=[O:30])(=[O:29])[N:15]=2)[C:4](=[O:13])[N:5]([CH2:8][CH2:9][CH:10]([CH3:12])[CH3:11])[CH:6]=1. The catalyst class is: 7. (2) Reactant: [F:1][C:2]1[N:7]=[C:6]2[NH:8][CH:9]=[CH:10][C:5]2=[CH:4][CH:3]=1.C(=O)([O-])[O-].[K+].[K+].[CH2:17](Br)[CH3:18]. Product: [CH2:17]([N:8]1[C:6]2=[N:7][C:2]([F:1])=[CH:3][CH:4]=[C:5]2[CH:10]=[CH:9]1)[CH3:18]. The catalyst class is: 3.